Dataset: Full USPTO retrosynthesis dataset with 1.9M reactions from patents (1976-2016). Task: Predict the reactants needed to synthesize the given product. (1) Given the product [C:1]([C:3]1[CH:8]=[CH:7][C:6]([NH:9][C:10](=[O:26])[C:11]([OH:22])([CH3:21])[CH2:12][S:13][C:14]2[CH:15]=[CH:16][C:17]([F:20])=[CH:18][CH:19]=2)=[CH:5][C:4]=1[C:27]([F:30])([F:29])[F:28])#[N:2], predict the reactants needed to synthesize it. The reactants are: [C:1]([C:3]1[CH:8]=[CH:7][C:6]([NH:9][C:10](=[O:26])[C:11]([O:22]C(=O)C)([CH3:21])[CH2:12][S:13][C:14]2[CH:19]=[CH:18][C:17]([F:20])=[CH:16][CH:15]=2)=[CH:5][C:4]=1[C:27]([F:30])([F:29])[F:28])#[N:2].C(=O)([O-])[O-].[K+].[K+]. (2) Given the product [C:1]([O:5][C:6]([N:8]1[CH2:13][CH2:12][CH:11]([O:14][C:15]2[CH:24]=[C:23]([O:25][CH3:26])[CH:22]=[C:21]3[C:16]=2[C:17]([Cl:48])=[N:18][CH:19]=[N:20]3)[CH2:10][CH2:9]1)=[O:7])([CH3:4])([CH3:3])[CH3:2], predict the reactants needed to synthesize it. The reactants are: [C:1]([O:5][C:6]([N:8]1[CH2:13][CH2:12][CH:11]([O:14][C:15]2[CH:24]=[C:23]([O:25][CH3:26])[CH:22]=[C:21]3[C:16]=2[C:17](=O)[NH:18][CH:19]=[N:20]3)[CH2:10][CH2:9]1)=[O:7])([CH3:4])([CH3:3])[CH3:2].C1(P(C2C=CC=CC=2)C2C=CC=CC=2)C=CC=CC=1.C(Cl)(Cl)(Cl)[Cl:48].